This data is from Full USPTO retrosynthesis dataset with 1.9M reactions from patents (1976-2016). The task is: Predict the reactants needed to synthesize the given product. (1) Given the product [CH:20]1([CH:8]([C:7]2[CH:6]=[C:5]([C:10]3[CH:15]=[CH:14][C:13]([C:16]([F:19])([F:17])[F:18])=[CH:12][CH:11]=3)[S:4][C:3]=2[CH2:1][CH3:2])[OH:9])[CH2:25][CH2:24][CH2:23][CH2:22][CH2:21]1, predict the reactants needed to synthesize it. The reactants are: [CH2:1]([C:3]1[S:4][C:5]([C:10]2[CH:15]=[CH:14][C:13]([C:16]([F:19])([F:18])[F:17])=[CH:12][CH:11]=2)=[CH:6][C:7]=1[CH:8]=[O:9])[CH3:2].[CH:20]1([Mg]Br)[CH2:25][CH2:24][CH2:23][CH2:22][CH2:21]1.O1CCCC1.[Cl-].[NH4+]. (2) Given the product [F:1][C:2]1[CH:15]=[C:14]([F:16])[CH:13]=[CH:12][C:3]=1[CH2:4][C:5]1[CH:6]=[C:7]([I:24])[C:8](=[O:11])[NH:9][CH:10]=1, predict the reactants needed to synthesize it. The reactants are: [F:1][C:2]1[CH:15]=[C:14]([F:16])[CH:13]=[CH:12][C:3]=1[CH2:4][C:5]1[CH:6]=[CH:7][C:8](=[O:11])[NH:9][CH:10]=1.C(O)(C(F)(F)F)=O.[I:24]N1C(=O)CCC1=O.[NH4+].[OH-]. (3) Given the product [F:1][C:2]1[C:7]([F:8])=[CH:6][CH:5]=[CH:4][C:3]=1[C@H:9]1[CH2:14][N:13]2[C:17]([CH2:18][C:19]([F:20])([F:21])[F:22])=[CH:16][N:15]=[C:12]2[C@@H:11]([NH:24][C:25](=[O:31])[O:26][CH2:42][CH2:43][CH2:44][CH3:45])[CH2:10]1, predict the reactants needed to synthesize it. The reactants are: [F:1][C:2]1[C:7]([F:8])=[CH:6][CH:5]=[CH:4][C:3]=1[C@H:9]1[CH2:14][NH:13][C:12](=[N:15][CH2:16][CH:17](O)[CH2:18][C:19]([F:22])([F:21])[F:20])[C@@H:11]([NH:24][C:25](=[O:31])[O:26]C(C)(C)C)[CH2:10]1.[Cr](O[Cr]([O-])(=O)=O)([O-])(=O)=O.[NH+]1C=[CH:45][CH:44]=[CH:43][CH:42]=1.[NH+]1C=[CH:45][CH:44]=[CH:43][CH:42]=1.C(=O)(O)[O-].[Na+].O.